This data is from Full USPTO retrosynthesis dataset with 1.9M reactions from patents (1976-2016). The task is: Predict the reactants needed to synthesize the given product. (1) Given the product [CH3:32][C:6]1([CH3:33])[C:7]2[C:12](=[CH:11][C:10]([NH:13][C:14](=[O:31])[C:15]3[CH:20]=[CH:19][CH:18]=[N:17][C:16]=3[NH:21][C:22]3[CH:30]=[C:29]4[C:25]([CH:26]=[N:27][NH:28]4)=[CH:24][CH:23]=3)=[CH:9][CH:8]=2)[NH:4][CH2:5]1, predict the reactants needed to synthesize it. The reactants are: C([N:4]1[C:12]2[C:7](=[CH:8][CH:9]=[C:10]([NH:13][C:14](=[O:31])[C:15]3[CH:20]=[CH:19][CH:18]=[N:17][C:16]=3[NH:21][C:22]3[CH:30]=[C:29]4[C:25]([CH:26]=[N:27][NH:28]4)=[CH:24][CH:23]=3)[CH:11]=2)[C:6]([CH3:33])([CH3:32])[CH2:5]1)(=O)C.Cl. (2) Given the product [F:1][C:2]1[CH:3]=[CH:4][C:5]([C@@H:8]2[CH2:9][O:25][C:12]([C:13]3[CH:18]=[CH:17][C:16]([C@@H:19]4[O:24][CH2:23][CH2:22][NH:21][CH2:20]4)=[CH:15][CH:14]=3)=[N:11]2)=[CH:6][CH:7]=1, predict the reactants needed to synthesize it. The reactants are: [F:1][C:2]1[CH:7]=[CH:6][C:5]([C@@H:8]([NH:11][C:12](=[O:25])[C:13]2[CH:18]=[CH:17][C:16]([C@@H:19]3[O:24][CH2:23][CH2:22][NH:21][CH2:20]3)=[CH:15][CH:14]=2)[CH2:9]O)=[CH:4][CH:3]=1.C(N(S(F)(F)F)CC)C.[OH-].[NH4+].CCCCCCC.C(OC(=O)C)C. (3) Given the product [N+:11]([C:7]1[CH:8]=[C:9]2[C:4]([CH2:3][O:2][C:1]2=[O:10])=[CH:5][CH:6]=1)([O-:13])=[O:12], predict the reactants needed to synthesize it. The reactants are: [C:1]1(=[O:10])[C:9]2[C:4](=[CH:5][CH:6]=[CH:7][CH:8]=2)[CH2:3][O:2]1.[N+:11]([O-])([O-:13])=[O:12].[K+]. (4) Given the product [Cl:8][C:6]1[CH:7]=[C:2]([N:25]2[CH2:30][CH2:29][O:28][CH2:27][CH2:26]2)[C:3]2[N:4]([CH:11]=[C:12]([C:14]3[CH:19]=[CH:18][C:17]([N:20]4[CH2:24][CH2:23][CH2:22][CH2:21]4)=[CH:16][CH:15]=3)[N:9]=2)[N:5]=1, predict the reactants needed to synthesize it. The reactants are: Br[C:2]1[CH:7]=[C:6]([Cl:8])[N:5]=[N:4][C:3]=1[NH2:9].Br[CH2:11][C:12]([C:14]1[CH:19]=[CH:18][C:17]([N:20]2[CH2:24][CH2:23][CH2:22][CH2:21]2)=[CH:16][CH:15]=1)=O.[NH:25]1[CH2:30][CH2:29][O:28][CH2:27][CH2:26]1. (5) Given the product [C:1]([N:5]1[CH2:31][CH2:30][CH2:29][CH2:28][C:8]2[C:9]([C:38]3[S:39][CH:40]=[CH:41][CH:42]=3)=[C:10]3[C:19]4[CH:18]=[C:17]([S:20]([CH2:23][CH3:24])(=[O:22])=[O:21])[C:16]([O:25][CH3:26])=[CH:15][C:14]=4[CH2:13][CH2:12][N:11]3[C:7]=2[C:6]1=[O:32])([CH3:4])([CH3:3])[CH3:2], predict the reactants needed to synthesize it. The reactants are: [C:1]([N:5]1[CH2:31][CH2:30][CH2:29][CH2:28][C:8]2[C:9](Br)=[C:10]3[C:19]4[CH:18]=[C:17]([S:20]([CH2:23][CH3:24])(=[O:22])=[O:21])[C:16]([O:25][CH3:26])=[CH:15][C:14]=4[CH2:13][CH2:12][N:11]3[C:7]=2[C:6]1=[O:32])([CH3:4])([CH3:3])[CH3:2].C([Sn](CCCC)(CCCC)[C:38]1[S:39][CH:40]=[CH:41][CH:42]=1)CCC. (6) Given the product [CH3:8][C:7]1[C:2]([B:14]([OH:19])[OH:15])=[N:3][CH:4]=[CH:5][CH:6]=1, predict the reactants needed to synthesize it. The reactants are: Br[C:2]1[C:7]([CH3:8])=[CH:6][CH:5]=[CH:4][N:3]=1.C([Mg]Cl)(C)C.[B:14](OC(C)C)([O:19]C(C)C)[O:15]C(C)C. (7) The reactants are: [Cl:1][C:2]1[N:3]=[C:4]([Cl:11])[C:5]2[CH:10]=[CH:9][NH:8][C:6]=2[N:7]=1.N1[CH:17]=[CH:16][CH:15]=CC=1.C1(B(O)O)CC1. Given the product [Cl:1][C:2]1[N:3]=[C:4]([Cl:11])[C:5]2[CH:10]=[CH:9][N:8]([CH:15]3[CH2:16][CH2:17]3)[C:6]=2[N:7]=1, predict the reactants needed to synthesize it.